From a dataset of Full USPTO retrosynthesis dataset with 1.9M reactions from patents (1976-2016). Predict the reactants needed to synthesize the given product. (1) Given the product [OH:8][C:9]1[CH:18]=[C:17]2[C:12]([C:13](=[O:27])[N:14]([CH2:19][O:20][C:21](=[O:26])[C:22]([CH3:23])([CH3:24])[CH3:25])[CH:15]=[N:16]2)=[CH:11][C:10]=1[O:28][CH3:29], predict the reactants needed to synthesize it. The reactants are: C([O:8][C:9]1[CH:18]=[C:17]2[C:12]([C:13](=[O:27])[N:14]([CH2:19][O:20][C:21](=[O:26])[C:22]([CH3:25])([CH3:24])[CH3:23])[CH:15]=[N:16]2)=[CH:11][C:10]=1[O:28][CH3:29])C1C=CC=CC=1.C(O)(=O)C. (2) Given the product [CH2:2]([O:9][CH2:10][C:11]1[N:13]=[C:17]([OH:16])[C:18]([C:19]([O:21][CH2:22][CH3:23])=[O:20])=[CH:24][N:12]=1)[C:3]1[CH:8]=[CH:7][CH:6]=[CH:5][CH:4]=1, predict the reactants needed to synthesize it. The reactants are: [Na].[CH2:2]([O:9][CH2:10][C:11]([NH2:13])=[NH:12])[C:3]1[CH:8]=[CH:7][CH:6]=[CH:5][CH:4]=1.C([O:16][CH:17]=[C:18]([C:24](OCC)=O)[C:19]([O:21][CH2:22][CH3:23])=[O:20])C.